From a dataset of Forward reaction prediction with 1.9M reactions from USPTO patents (1976-2016). Predict the product of the given reaction. (1) Given the reactants Br[CH2:2][CH2:3][CH2:4][C:5]#[N:6].[CH2:7]([Mg]Br)[C:8]1[CH:13]=[CH:12][CH:11]=[CH:10][CH:9]=1, predict the reaction product. The product is: [CH2:7]([C:2]1[CH2:3][CH2:4][CH2:5][N:6]=1)[C:8]1[CH:13]=[CH:12][CH:11]=[CH:10][CH:9]=1. (2) Given the reactants [CH3:1][C:2]1[C:6]([C:7]2[CH:19]=[C:18]([C:20]([O:22][CH3:23])=[O:21])[C:17]3[C:16]4[C:11](=[CH:12][CH:13]=[C:14]([O:24][CH3:25])[CH:15]=4)[NH:10][C:9]=3[CH:8]=2)=[C:5]([CH3:26])[O:4][N:3]=1.[H-].[Na+].Br[CH:30]([C:32]1[CH:37]=[CH:36][CH:35]=[CH:34][CH:33]=1)[CH3:31], predict the reaction product. The product is: [CH3:1][C:2]1[C:6]([C:7]2[CH:19]=[C:18]([C:20]([O:22][CH3:23])=[O:21])[C:17]3[C:16]4[C:11](=[CH:12][CH:13]=[C:14]([O:24][CH3:25])[CH:15]=4)[N:10]([CH:30]([C:32]4[CH:37]=[CH:36][CH:35]=[CH:34][CH:33]=4)[CH3:31])[C:9]=3[CH:8]=2)=[C:5]([CH3:26])[O:4][N:3]=1. (3) The product is: [OH:30][CH:26]1[CH2:27][CH2:28][CH2:29][CH:25]1[NH:24][C:19](=[O:21])[C:18]1[CH:22]=[CH:23][C:15]([O:14][CH2:13][C:3]2[C:4]([C:7]3[CH:8]=[CH:9][CH:10]=[CH:11][CH:12]=3)=[N:5][O:6][C:2]=2[CH3:1])=[N:16][CH:17]=1. Given the reactants [CH3:1][C:2]1[O:6][N:5]=[C:4]([C:7]2[CH:12]=[CH:11][CH:10]=[CH:9][CH:8]=2)[C:3]=1[CH2:13][O:14][C:15]1[CH:23]=[CH:22][C:18]([C:19]([OH:21])=O)=[CH:17][N:16]=1.[NH2:24][CH:25]1[CH2:29][CH2:28][CH2:27][CH:26]1[OH:30], predict the reaction product. (4) Given the reactants [Cl:1][C:2]1[N:7]=[C:6]([Cl:8])[C:5]([Cl:9])=[C:4]([Cl:10])[N:3]=1.[CH3:11][C:12]1[CH:18]=[C:17]([CH3:19])[CH:16]=[C:15]([CH3:20])[C:13]=1[NH2:14].CC(N(C(C)C)CC)C, predict the reaction product. The product is: [Cl:10][C:4]1[C:5]([Cl:9])=[C:6]([Cl:8])[N:7]=[C:2]([NH:14][C:13]2[C:15]([CH3:20])=[CH:16][C:17]([CH3:19])=[CH:18][C:12]=2[CH3:11])[N:3]=1.[Cl:1][C:2]1[N:3]=[C:4]([NH:14][C:13]2[C:15]([CH3:20])=[CH:16][C:17]([CH3:19])=[CH:18][C:12]=2[CH3:11])[C:5]([Cl:9])=[C:6]([Cl:8])[N:7]=1. (5) Given the reactants Br[C:2]1[C:10]2[C:5](=[CH:6][CH:7]=[CH:8][C:9]=2[N+:11]([O-:13])=[O:12])[N:4]([CH2:14][C:15]2[CH:19]=[CH:18][N:17]([CH:20]([CH3:22])[CH3:21])[N:16]=2)[N:3]=1.[CH:23]1(B(O)O)[CH2:25][CH2:24]1.P([O-])([O-])([O-])=O.[K+].[K+].[K+].C1(P(C2CCCCC2)C2CCCCC2)CCCCC1, predict the reaction product. The product is: [CH:23]1([C:2]2[C:10]3[C:5](=[CH:6][CH:7]=[CH:8][C:9]=3[N+:11]([O-:13])=[O:12])[N:4]([CH2:14][C:15]3[CH:19]=[CH:18][N:17]([CH:20]([CH3:22])[CH3:21])[N:16]=3)[N:3]=2)[CH2:25][CH2:24]1. (6) The product is: [Br:1][C:2]1[CH:7]=[CH:6][C:5]([C:16]2[C:15]3[C:24]4=[C:23]5[C:12](=[CH:13][CH:14]=3)[CH:11]=[CH:10][CH:9]=[C:22]5[CH:21]=[CH:20][C:19]4=[CH:18][CH:17]=2)=[CH:4][CH:3]=1. Given the reactants [Br:1][C:2]1[CH:7]=[CH:6][C:5](I)=[CH:4][CH:3]=1.[C:9]1(B(O)O)[C:22]2[C:23]3=[C:24]4[C:19](=[CH:20][CH:21]=2)[CH:18]=[CH:17][CH:16]=[C:15]4[CH:14]=[CH:13][C:12]3=[CH:11][CH:10]=1.C(=O)([O-])[O-].[Na+].[Na+], predict the reaction product. (7) Given the reactants [N:1]1[CH:6]=[C:5]([C:7]([OH:9])=O)[CH:4]=[N:3][CH:2]=1.Cl.CN(C)CCCN=C=NCC.N1(O)C2C=CC=CC=2N=N1.[F:32][C:33]1[CH:34]=[N:35][CH:36]=[CH:37][C:38]=1[C:39]1[C:40]([C:47]2[CH:48]=[N:49][CH:50]=[CH:51][CH:52]=2)=[N:41][C:42]([NH2:46])=[C:43]([NH2:45])[CH:44]=1, predict the reaction product. The product is: [NH2:46][C:42]1[N:41]=[C:40]([C:47]2[CH:48]=[N:49][CH:50]=[CH:51][CH:52]=2)[C:39]([C:38]2[CH:37]=[CH:36][N:35]=[CH:34][C:33]=2[F:32])=[CH:44][C:43]=1[NH:45][C:7]([C:5]1[CH:4]=[N:3][CH:2]=[N:1][CH:6]=1)=[O:9]. (8) Given the reactants [CH:1]([C:4]1[CH:20]=[CH:19][CH:18]=[CH:17][C:5]=1[CH2:6][N:7]1[CH:12]=[CH:11][CH:10]=[C:9]([C:13]([OH:15])=O)[C:8]1=[O:16])([CH3:3])[CH3:2].[NH2:21][C@@H:22]([CH2:30][CH2:31][CH2:32][NH:33][C:34]([NH:36][S:37]([C:40]1[C:41]([CH3:54])=[C:42]2[C:47](=[C:48]([CH3:51])[C:49]=1[CH3:50])[O:46][C:45]([CH3:53])([CH3:52])[CH2:44][CH2:43]2)(=[O:39])=[O:38])=[NH:35])[C:23]([O:25][C:26]([CH3:29])([CH3:28])[CH3:27])=[O:24].CN(C(ON1N=NC2C=CC=CC1=2)=[N+](C)C)C.F[P-](F)(F)(F)(F)F.CCN(C(C)C)C(C)C, predict the reaction product. The product is: [CH:1]([C:4]1[CH:20]=[CH:19][CH:18]=[CH:17][C:5]=1[CH2:6][N:7]1[CH:12]=[CH:11][CH:10]=[C:9]([C:13]([NH:21][C@@H:22]([CH2:30][CH2:31][CH2:32][NH:33][C:34]([NH:36][S:37]([C:40]2[C:41]([CH3:54])=[C:42]3[C:47](=[C:48]([CH3:51])[C:49]=2[CH3:50])[O:46][C:45]([CH3:53])([CH3:52])[CH2:44][CH2:43]3)(=[O:38])=[O:39])=[NH:35])[C:23]([O:25][C:26]([CH3:27])([CH3:28])[CH3:29])=[O:24])=[O:15])[C:8]1=[O:16])([CH3:2])[CH3:3].